Predict the reactants needed to synthesize the given product. From a dataset of Full USPTO retrosynthesis dataset with 1.9M reactions from patents (1976-2016). Given the product [CH3:1][O:2][C:3]1[CH:4]=[C:5]([CH:21]=[CH:22][CH:23]=1)[CH2:6][NH:7][S:8]([C:11]1[CH:16]=[CH:15][C:14]([CH2:17][C:18]([N:30]2[CH2:29][CH2:28][C:27]3[C:32](=[C:33]([N:36]4[CH2:41][CH2:40][N:39]([CH3:42])[CH2:38][CH2:37]4)[CH:34]=[CH:35][C:26]=3[O:25][CH3:24])[CH2:31]2)=[O:20])=[CH:13][CH:12]=1)(=[O:10])=[O:9], predict the reactants needed to synthesize it. The reactants are: [CH3:1][O:2][C:3]1[CH:4]=[C:5]([CH:21]=[CH:22][CH:23]=1)[CH2:6][NH:7][S:8]([C:11]1[CH:16]=[CH:15][C:14]([CH2:17][C:18]([OH:20])=O)=[CH:13][CH:12]=1)(=[O:10])=[O:9].[CH3:24][O:25][C:26]1[CH:35]=[CH:34][C:33]([N:36]2[CH2:41][CH2:40][N:39]([CH3:42])[CH2:38][CH2:37]2)=[C:32]2[C:27]=1[CH2:28][CH2:29][NH:30][CH2:31]2.CN(C(ON1N=NC2C=CC=NC1=2)=[N+](C)C)C.F[P-](F)(F)(F)(F)F.